This data is from Forward reaction prediction with 1.9M reactions from USPTO patents (1976-2016). The task is: Predict the product of the given reaction. (1) Given the reactants [CH3:1][O:2][C:3]1[N:8]=[CH:7][C:6]([C:9]2[O:13][C:12]([CH3:14])=[C:11]([CH:15]([NH:20][C:21]3[CH:26]=[CH:25][C:24]([C:27]([NH:29][CH2:30][CH2:31][C:32]([O:34]CC)=[O:33])=[O:28])=[CH:23][CH:22]=3)[CH2:16][CH:17]([CH3:19])[CH3:18])[CH:10]=2)=[CH:5][CH:4]=1.O1CCCC1.[OH-].[Li+], predict the reaction product. The product is: [CH3:1][O:2][C:3]1[N:8]=[CH:7][C:6]([C:9]2[O:13][C:12]([CH3:14])=[C:11]([CH:15]([NH:20][C:21]3[CH:22]=[CH:23][C:24]([C:27]([NH:29][CH2:30][CH2:31][C:32]([OH:34])=[O:33])=[O:28])=[CH:25][CH:26]=3)[CH2:16][CH:17]([CH3:19])[CH3:18])[CH:10]=2)=[CH:5][CH:4]=1. (2) Given the reactants [F:1][C:2]1[CH:7]=[CH:6][C:5]([C:8]2[N:9]=[C:10]3[CH:15]=[CH:14][C:13](S(C)(=O)=O)=[N:12][N:11]3[C:20]=2[C:21]2[CH:22]=[CH:23][C:24]3[N:25]([CH:27]=[C:28]([NH:30][C:31](=[O:38])[C:32]4[CH:37]=[CH:36][N:35]=[CH:34][CH:33]=4)[N:29]=3)[N:26]=2)=[CH:4][CH:3]=1.[NH:39]1[CH2:43][CH2:42][CH2:41][CH2:40]1, predict the reaction product. The product is: [F:1][C:2]1[CH:7]=[CH:6][C:5]([C:8]2[N:9]=[C:10]3[CH:15]=[CH:14][C:13]([N:39]4[CH2:43][CH2:42][CH2:41][CH2:40]4)=[N:12][N:11]3[C:20]=2[C:21]2[CH:22]=[CH:23][C:24]3[N:25]([CH:27]=[C:28]([NH:30][C:31](=[O:38])[C:32]4[CH:37]=[CH:36][N:35]=[CH:34][CH:33]=4)[N:29]=3)[N:26]=2)=[CH:4][CH:3]=1. (3) Given the reactants Br[C:2]1[C:3]2[CH:12]=[CH:11][N:10]([S:13]([C:16]3[CH:22]=[CH:21][C:19]([CH3:20])=[CH:18][CH:17]=3)(=[O:15])=[O:14])[C:4]=2[C:5](=[O:9])[N:6]([CH3:8])[CH:7]=1.[CH2:23]([O:25][C:26]([C:28]1[CH:29]=[CH:30][C:31]([F:37])=[C:32](B(O)O)[CH:33]=1)=[O:27])[CH3:24].C(=O)([O-])[O-].[Na+].[Na+], predict the reaction product. The product is: [F:37][C:31]1[CH:30]=[CH:29][C:28]([C:26]([O:25][CH2:23][CH3:24])=[O:27])=[CH:33][C:32]=1[C:2]1[C:3]2[CH:12]=[CH:11][N:10]([S:13]([C:16]3[CH:22]=[CH:21][C:19]([CH3:20])=[CH:18][CH:17]=3)(=[O:15])=[O:14])[C:4]=2[C:5](=[O:9])[N:6]([CH3:8])[CH:7]=1. (4) Given the reactants C([N:8]1[CH:13]2[CH2:14][CH2:15][CH:9]1[CH2:10][C:11]([C:17]1[N:22]=[CH:21][CH:20]=[CH:19][N:18]=1)([OH:16])[CH2:12]2)C1C=CC=CC=1.[ClH:23], predict the reaction product. The product is: [ClH:23].[N:18]1[CH:19]=[CH:20][CH:21]=[N:22][C:17]=1[C:11]1([OH:16])[CH2:12][CH:13]2[NH:8][CH:9]([CH2:15][CH2:14]2)[CH2:10]1. (5) Given the reactants [Cl-].[Al+3].[Cl-].[Cl-].[CH2:5]([C:7]1[CH:12]=[CH:11][C:10]([NH:13][C:14](=[O:16])[CH3:15])=[CH:9][C:8]=1[O:17][CH3:18])[CH3:6].[C:19](Cl)(=[O:21])[CH3:20], predict the reaction product. The product is: [C:19]([C:11]1[CH:12]=[C:7]([CH2:5][CH3:6])[C:8]([O:17][CH3:18])=[CH:9][C:10]=1[NH:13][C:14](=[O:16])[CH3:15])(=[O:21])[CH3:20]. (6) Given the reactants [F:1][C:2]1[CH:3]=[C:4]([N:8]2[C:12]3[CH:13]=[CH:14][CH:15]=[CH:16][C:11]=3[NH:10][S:9]2(=[O:18])=[O:17])[CH:5]=[CH:6][CH:7]=1.C1(P(C2C=CC=CC=2)C2C=CC=CC=2)C=CC=CC=1.[Br:38][CH2:39][CH2:40][CH2:41]O.CC(OC(/N=N/C(OC(C)C)=O)=O)C, predict the reaction product. The product is: [Br:38][CH2:39][CH2:40][CH2:41][N:10]1[C:11]2[CH:16]=[CH:15][CH:14]=[CH:13][C:12]=2[N:8]([C:4]2[CH:5]=[CH:6][CH:7]=[C:2]([F:1])[CH:3]=2)[S:9]1(=[O:18])=[O:17].